From a dataset of Full USPTO retrosynthesis dataset with 1.9M reactions from patents (1976-2016). Predict the reactants needed to synthesize the given product. (1) Given the product [F:1][C:2]1[CH:7]=[CH:6][C:5]([N:8]2[C:11](=[O:12])[C@H:10]([S:13][CH2:14][CH:15]([C:17]3[CH:22]=[CH:21][C:20]([F:23])=[CH:19][CH:18]=3)[OH:16])[C@H:9]2[C:24]2[CH:25]=[CH:26][C:27]([O:28][CH2:29][C:30]([NH:32][CH2:33][C:34]([NH:54][CH2:55][CH2:60][CH2:59][CH2:58][CH2:57][C:56]([NH:61][CH2:69][CH2:70][CH2:71][CH2:72][CH2:73][C:74]([OH:76])=[O:75])=[O:43])=[O:36])=[O:31])=[CH:37][CH:38]=2)=[CH:4][CH:3]=1, predict the reactants needed to synthesize it. The reactants are: [F:1][C:2]1[CH:7]=[CH:6][C:5]([N:8]2[C:11](=[O:12])[C@H:10]([S:13][CH2:14][C:15]([C:17]3[CH:22]=[CH:21][C:20]([F:23])=[CH:19][CH:18]=3)=[O:16])[C@H:9]2[C:24]2[CH:38]=[CH:37][C:27]([O:28][CH2:29][C:30]([NH:32][CH2:33][C:34]([OH:36])=O)=[O:31])=[CH:26][CH:25]=2)=[CH:4][CH:3]=1.CN1CC[O:43]CC1.CN(C(O[N:54]1N=[N:61][C:56]2[CH:57]=[CH:58][CH:59]=[CH:60][C:55]1=2)=[N+](C)C)C.[B-](F)(F)(F)F.N[CH2:69][CH2:70][CH2:71][CH2:72][CH2:73][C:74]([OH:76])=[O:75]. (2) Given the product [F:19][C:20]1[CH:25]=[C:24]([N+:26]([O-:28])=[O:27])[CH:23]=[CH:22][C:21]=1[NH:16][C:15]1[C:10]2[CH:9]=[CH:8][N:7]([CH2:6][O:5][CH2:4][CH2:3][Si:2]([CH3:18])([CH3:17])[CH3:1])[C:11]=2[N:12]=[CH:13][CH:14]=1, predict the reactants needed to synthesize it. The reactants are: [CH3:1][Si:2]([CH3:18])([CH3:17])[CH2:3][CH2:4][O:5][CH2:6][N:7]1[C:11]2[N:12]=[CH:13][CH:14]=[C:15]([NH2:16])[C:10]=2[CH:9]=[CH:8]1.[F:19][C:20]1[CH:25]=[C:24]([N+:26]([O-:28])=[O:27])[CH:23]=[CH:22][C:21]=1I.CC(C)([O-])C.[Na+].C1(P(C2CCCCC2)C2C=CC=CC=2C2C(C(C)C)=CC(C(C)C)=CC=2C(C)C)CCCCC1. (3) Given the product [C:1]([O:5][C:6](=[O:21])[NH:7][C:8]1[CH:13]=[C:12]([NH:14][CH2:15][CH:16]([CH3:17])[CH3:18])[C:11]([Cl:19])=[CH:10][C:9]=1[NH:20][C:27](=[O:26])[CH2:28][C:29](=[O:49])[C:30]1[CH:35]=[CH:34][CH:33]=[C:32]([N:36]2[C:40]([CH2:41][O:42][CH:43]3[CH2:48][CH2:47][CH2:46][CH2:45][O:44]3)=[CH:39][N:38]=[N:37]2)[CH:31]=1)([CH3:3])([CH3:2])[CH3:4], predict the reactants needed to synthesize it. The reactants are: [C:1]([O:5][C:6](=[O:21])[NH:7][C:8]1[CH:13]=[C:12]([NH:14][CH2:15][CH:16]([CH3:18])[CH3:17])[C:11]([Cl:19])=[CH:10][C:9]=1[NH2:20])([CH3:4])([CH3:3])[CH3:2].C([O:26][C:27](=O)[CH2:28][C:29](=[O:49])[C:30]1[CH:35]=[CH:34][CH:33]=[C:32]([N:36]2[C:40]([CH2:41][O:42][CH:43]3[CH2:48][CH2:47][CH2:46][CH2:45][O:44]3)=[CH:39][N:38]=[N:37]2)[CH:31]=1)(C)(C)C. (4) Given the product [Cl:23][C:21]1[CH:22]=[C:17]([NH:15][C:12]2[CH:11]=[CH:10][C:9]([N:6]3[CH2:5][CH2:4][N:3]([CH2:1][CH3:2])[CH2:8][CH2:7]3)=[CH:14][N:13]=2)[C:18](=[O:25])[N:19]([CH3:24])[N:20]=1, predict the reactants needed to synthesize it. The reactants are: [CH2:1]([N:3]1[CH2:8][CH2:7][N:6]([C:9]2[CH:10]=[CH:11][C:12]([NH2:15])=[N:13][CH:14]=2)[CH2:5][CH2:4]1)[CH3:2].Br[C:17]1[C:18](=[O:25])[N:19]([CH3:24])[N:20]=[C:21]([Cl:23])[CH:22]=1.C1(P(C2C=CC=CC=2)C2C3OC4C(=CC=CC=4P(C4C=CC=CC=4)C4C=CC=CC=4)C(C)(C)C=3C=CC=2)C=CC=CC=1. (5) Given the product [Br:18][C:19]1[CH:20]=[N:21][C:22]([O:15][CH2:14][CH:11]2[CH2:12][CH2:13][N:8]([C:1]([O:3][C:4]([CH3:7])([CH3:6])[CH3:5])=[O:2])[CH2:9][CH2:10]2)=[N:23][CH:24]=1, predict the reactants needed to synthesize it. The reactants are: [C:1]([N:8]1[CH2:13][CH2:12][CH:11]([CH2:14][OH:15])[CH2:10][CH2:9]1)([O:3][C:4]([CH3:7])([CH3:6])[CH3:5])=[O:2].[H-].[Na+].[Br:18][C:19]1[CH:20]=[N:21][C:22](I)=[N:23][CH:24]=1. (6) Given the product [Cl:43][C:24]1[C:25]([NH:27][C:28]2[CH:33]=[CH:32][C:31]([N:34]3[CH2:39][CH2:38][N:37]([CH3:40])[CH2:36][CH2:35]3)=[CH:30][C:29]=2[O:41][CH3:42])=[N:26][C:21]([NH:1][C:2]2[C:17]([O:18][CH3:19])=[CH:16][C:5]3[CH2:6][CH2:7][N:8]([CH2:11][C:12]([NH:14][CH3:15])=[O:13])[CH2:9][CH2:10][C:4]=3[CH:3]=2)=[N:22][CH:23]=1, predict the reactants needed to synthesize it. The reactants are: [NH2:1][C:2]1[C:17]([O:18][CH3:19])=[CH:16][C:5]2[CH2:6][CH2:7][N:8]([CH2:11][C:12]([NH:14][CH3:15])=[O:13])[CH2:9][CH2:10][C:4]=2[CH:3]=1.Cl[C:21]1[N:26]=[C:25]([NH:27][C:28]2[CH:33]=[CH:32][C:31]([N:34]3[CH2:39][CH2:38][N:37]([CH3:40])[CH2:36][CH2:35]3)=[CH:30][C:29]=2[O:41][CH3:42])[C:24]([Cl:43])=[CH:23][N:22]=1.